From a dataset of Catalyst prediction with 721,799 reactions and 888 catalyst types from USPTO. Predict which catalyst facilitates the given reaction. (1) Reactant: [CH2:1]([O:8][C:9]([N:11]1[CH2:15][C@H:14]([O:16][CH2:17][C:18]2[CH:23]=[CH:22][C:21]([O:24][CH3:25])=[CH:20][CH:19]=2)[CH2:13][C@H:12]1[C:26](O)=[O:27])=[O:10])[C:2]1[CH:7]=[CH:6][CH:5]=[CH:4][CH:3]=1.B.O1CCCC1.CO.O. Product: [CH2:1]([O:8][C:9]([N:11]1[CH2:15][C@H:14]([O:16][CH2:17][C:18]2[CH:23]=[CH:22][C:21]([O:24][CH3:25])=[CH:20][CH:19]=2)[CH2:13][C@H:12]1[CH2:26][OH:27])=[O:10])[C:2]1[CH:7]=[CH:6][CH:5]=[CH:4][CH:3]=1. The catalyst class is: 7. (2) Reactant: C(OC([NH:8][CH2:9][CH2:10][S:11]([C:14]1[CH:23]=[CH:22][C:17]([C:18]([O:20][CH3:21])=[O:19])=[CH:16][CH:15]=1)(=[O:13])=[O:12])=O)(C)(C)C.[ClH:24].CCOCC. Product: [ClH:24].[NH2:8][CH2:9][CH2:10][S:11]([C:14]1[CH:23]=[CH:22][C:17]([C:18]([O:20][CH3:21])=[O:19])=[CH:16][CH:15]=1)(=[O:13])=[O:12]. The catalyst class is: 269. (3) Reactant: [H-].[Na+].[N+:3]([C:6]1[CH:7]=[CH:8][C:9]2[NH:15][C:14](=[O:16])[CH2:13][CH2:12][CH2:11][C:10]=2[CH:17]=1)([O-:5])=[O:4].I[CH3:19]. Product: [CH3:19][N:15]1[C:9]2[CH:8]=[CH:7][C:6]([N+:3]([O-:5])=[O:4])=[CH:17][C:10]=2[CH2:11][CH2:12][CH2:13][C:14]1=[O:16]. The catalyst class is: 3. (4) Reactant: Br[C:2]1[CH:3]([O:13][CH3:14])[C:4]([O:11][CH3:12])(C)[C:5](OC)=[CH:6][CH:7]=1.[Li][CH2:16]CCC.C([O:23][B:24](OC(C)C)[O:25]C(C)C)(C)C.Cl. The catalyst class is: 1. Product: [CH3:12][O:11][C:4]1[C:5]([CH3:16])=[C:6]([B:24]([OH:25])[OH:23])[CH:7]=[CH:2][C:3]=1[O:13][CH3:14]. (5) Reactant: C(=O)([O:7][C:8]1[CH:13]=[CH:12][C:11]([F:14])=[C:10]([C:15]([C:17]2[CH:18]=[C:19]3[C:24](=[CH:25][CH:26]=2)[N:23]=[CH:22][C:21](Cl)=[N:20]3)=[O:16])[C:9]=1[F:28])OC(C)(C)C.Cl.[O:31]1CCOC[CH2:32]1. Product: [F:28][C:9]1[C:8]([OH:7])=[CH:13][CH:12]=[C:11]([F:14])[C:10]=1[C:15]([C:17]1[CH:18]=[C:19]2[C:24](=[CH:25][CH:26]=1)[N:23]=[CH:22][C:21]([O:31][CH3:32])=[N:20]2)=[O:16]. The catalyst class is: 5. (6) Reactant: [Cl:1][C:2]1[CH:7]=[CH:6][C:5]([OH:8])=[C:4]([CH3:9])[CH:3]=1.[H-].[Na+].Cl[C:13]1[CH:18]=[CH:17][C:16]([N+:19]([O-:21])=[O:20])=[CH:15][N:14]=1. Product: [Cl:1][C:2]1[CH:7]=[CH:6][C:5]([O:8][C:13]2[CH:18]=[CH:17][C:16]([N+:19]([O-:21])=[O:20])=[CH:15][N:14]=2)=[C:4]([CH3:9])[CH:3]=1. The catalyst class is: 7. (7) The catalyst class is: 91. Reactant: [NH2:1][CH:2]([CH2:24][C:25]1[CH:30]=[CH:29][C:28]([O:31][C:32]([CH3:35])([CH3:34])[CH3:33])=[CH:27][CH:26]=1)[C:3]([N:5]([CH2:14][C:15]1[C:20]2[N:21]=[CH:22][S:23][C:19]=2[CH:18]=[CH:17][CH:16]=1)[CH2:6][CH:7]([O:11][CH2:12][CH3:13])[O:8][CH2:9][CH3:10])=[O:4].[CH2:36]([NH:43][C:44](=[O:54])[NH:45][C@H:46]([CH2:51][CH:52]=[CH2:53])[CH2:47][C:48](O)=[O:49])[C:37]1[CH:42]=[CH:41][CH:40]=[CH:39][CH:38]=1.CCN=C=NCCCN(C)C.Cl.C1C=CC2N(O)N=NC=2C=1.CCN(C(C)C)C(C)C. Product: [S:23]1[C:19]2[CH:18]=[CH:17][CH:16]=[C:15]([CH2:14][N:5]([CH2:6][CH:7]([O:11][CH2:12][CH3:13])[O:8][CH2:9][CH3:10])[C:3]([CH:2]([NH:1][C:48](=[O:49])[CH2:47][CH:46]([NH:45][C:44]([NH:43][CH2:36][C:37]3[CH:42]=[CH:41][CH:40]=[CH:39][CH:38]=3)=[O:54])[CH2:51][CH:52]=[CH2:53])[CH2:24][C:25]3[CH:26]=[CH:27][C:28]([O:31][C:32]([CH3:33])([CH3:35])[CH3:34])=[CH:29][CH:30]=3)=[O:4])[C:20]=2[N:21]=[CH:22]1.